This data is from NCI-60 drug combinations with 297,098 pairs across 59 cell lines. The task is: Regression. Given two drug SMILES strings and cell line genomic features, predict the synergy score measuring deviation from expected non-interaction effect. (1) Drug 1: CCCS(=O)(=O)NC1=C(C(=C(C=C1)F)C(=O)C2=CNC3=C2C=C(C=N3)C4=CC=C(C=C4)Cl)F. Drug 2: C1=NC2=C(N1)C(=S)N=CN2. Cell line: A549. Synergy scores: CSS=1.31, Synergy_ZIP=-6.15, Synergy_Bliss=-11.7, Synergy_Loewe=-21.0, Synergy_HSA=-13.2. (2) Drug 1: CC12CCC3C(C1CCC2OP(=O)(O)O)CCC4=C3C=CC(=C4)OC(=O)N(CCCl)CCCl.[Na+]. Drug 2: N.N.Cl[Pt+2]Cl. Cell line: MDA-MB-435. Synergy scores: CSS=27.2, Synergy_ZIP=-7.35, Synergy_Bliss=-4.06, Synergy_Loewe=-3.41, Synergy_HSA=-2.77. (3) Drug 1: CN(C)C1=NC(=NC(=N1)N(C)C)N(C)C. Drug 2: CN1C2=C(C=C(C=C2)N(CCCl)CCCl)N=C1CCCC(=O)O.Cl. Cell line: SK-MEL-2. Synergy scores: CSS=-2.20, Synergy_ZIP=2.23, Synergy_Bliss=4.10, Synergy_Loewe=-0.370, Synergy_HSA=0.221. (4) Drug 1: C1CN1C2=NC(=NC(=N2)N3CC3)N4CC4. Drug 2: CN(CC1=CN=C2C(=N1)C(=NC(=N2)N)N)C3=CC=C(C=C3)C(=O)NC(CCC(=O)O)C(=O)O. Cell line: SNB-75. Synergy scores: CSS=14.0, Synergy_ZIP=-11.7, Synergy_Bliss=-2.64, Synergy_Loewe=-8.52, Synergy_HSA=-1.46. (5) Drug 1: CC1C(C(CC(O1)OC2CC(OC(C2O)C)OC3=CC4=CC5=C(C(=O)C(C(C5)C(C(=O)C(C(C)O)O)OC)OC6CC(C(C(O6)C)O)OC7CC(C(C(O7)C)O)OC8CC(C(C(O8)C)O)(C)O)C(=C4C(=C3C)O)O)O)O. Drug 2: N.N.Cl[Pt+2]Cl. Cell line: DU-145. Synergy scores: CSS=69.4, Synergy_ZIP=0.0158, Synergy_Bliss=-2.44, Synergy_Loewe=-9.70, Synergy_HSA=1.48. (6) Drug 1: CN1CCC(CC1)COC2=C(C=C3C(=C2)N=CN=C3NC4=C(C=C(C=C4)Br)F)OC. Drug 2: C#CCC(CC1=CN=C2C(=N1)C(=NC(=N2)N)N)C3=CC=C(C=C3)C(=O)NC(CCC(=O)O)C(=O)O. Cell line: OVCAR-5. Synergy scores: CSS=17.4, Synergy_ZIP=-7.27, Synergy_Bliss=-5.94, Synergy_Loewe=-3.44, Synergy_HSA=-3.40. (7) Drug 1: CC12CCC3C(C1CCC2O)C(CC4=C3C=CC(=C4)O)CCCCCCCCCS(=O)CCCC(C(F)(F)F)(F)F. Drug 2: CCN(CC)CCCC(C)NC1=C2C=C(C=CC2=NC3=C1C=CC(=C3)Cl)OC. Cell line: HCT-15. Synergy scores: CSS=13.0, Synergy_ZIP=-7.11, Synergy_Bliss=-9.59, Synergy_Loewe=-7.76, Synergy_HSA=-8.31. (8) Drug 1: CC12CCC3C(C1CCC2=O)CC(=C)C4=CC(=O)C=CC34C. Drug 2: COC1=C2C(=CC3=C1OC=C3)C=CC(=O)O2. Cell line: SNB-19. Synergy scores: CSS=49.1, Synergy_ZIP=-0.330, Synergy_Bliss=-8.75, Synergy_Loewe=-9.25, Synergy_HSA=-9.85.